Predict which catalyst facilitates the given reaction. From a dataset of Catalyst prediction with 721,799 reactions and 888 catalyst types from USPTO. (1) Reactant: S(O[CH2:12][CH2:13][O:14][CH2:15][CH2:16][O:17][CH2:18][CH2:19][O:20][CH2:21][CH2:22][C:23]([O:25][C:26]([CH3:29])([CH3:28])[CH3:27])=[O:24])(C1C=CC(C)=CC=1)(=O)=O.[CH3:30][NH2:31]. Product: [CH3:30][NH:31][CH2:12][CH2:13][O:14][CH2:15][CH2:16][O:17][CH2:18][CH2:19][O:20][CH2:21][CH2:22][C:23]([O:25][C:26]([CH3:29])([CH3:28])[CH3:27])=[O:24]. The catalyst class is: 7. (2) Reactant: [CH3:1][C:2]1(B(O)OC(O)=O)[CH:7]=[CH:6][CH:5]=[CH:4][CH2:3]1.BrC1[C:24]2[C:19](=[CH:20][CH:21]=[CH:22][CH:23]=2)[N:18]=[C:17]([CH3:25])[CH:16]=1.[C:26]([O-])([OH:28])=[O:27].[Na+].CCOC(C)=O. Product: [CH3:25][C:17]1[CH:16]=[C:1]([C:2]2[CH:3]=[CH:4][C:5]([C:26]([OH:28])=[O:27])=[CH:6][CH:7]=2)[C:24]2[C:19](=[CH:20][CH:21]=[CH:22][CH:23]=2)[N:18]=1. The catalyst class is: 176. (3) Reactant: [CH3:1][C@@H:2]1[CH2:7][N:6]([C:8]2[CH:13]=[CH:12][N:11]=[CH:10][C:9]=2[N+:14]([O-])=O)[CH2:5][C@H:4]2[N:17]([C:21]([O:23][C:24]([CH3:27])([CH3:26])[CH3:25])=[O:22])[C:18](=[O:20])[O:19][C@@H:3]12. Product: [NH2:14][C:9]1[CH:10]=[N:11][CH:12]=[CH:13][C:8]=1[N:6]1[CH2:7][C@@H:2]([CH3:1])[C@@H:3]2[O:19][C:18](=[O:20])[N:17]([C:21]([O:23][C:24]([CH3:27])([CH3:26])[CH3:25])=[O:22])[C@@H:4]2[CH2:5]1. The catalyst class is: 19. (4) Reactant: C([O:3][C:4]([C@H:6]1[C@@H:11]([NH:12][CH2:13][C:14]2[CH:19]=[CH:18][C:17]([F:20])=[CH:16][CH:15]=2)[C@H:10]2[CH2:21][C@@H:7]1[CH2:8][CH2:9]2)=O)C.[Na].[Br:23][C:24]1[CH:39]=[N:38][C:27]2[NH:28][C:29]([CH2:34][C:35]([O-])=[O:36])=[N:30][S:31](=[O:33])(=[O:32])[C:26]=2[CH:25]=1.F[P-](F)(F)(F)(F)F.N1(OC(N(C)C)=[N+](C)C)C2N=CC=CC=2N=N1.C(N(CC)CC)C. The catalyst class is: 9. Product: [Br:23][C:24]1[CH:39]=[N:38][C:27]2[NH:28][C:29]([C:34]3[C:35](=[O:36])[N:12]([CH2:13][C:14]4[CH:15]=[CH:16][C:17]([F:20])=[CH:18][CH:19]=4)[C@@H:11]4[C@H:6]([C:4]=3[OH:3])[C@@H:7]3[CH2:21][C@H:10]4[CH2:9][CH2:8]3)=[N:30][S:31](=[O:33])(=[O:32])[C:26]=2[CH:25]=1. (5) Reactant: [CH:1]1([C:4]2[CH:9]=[CH:8][N:7]=[CH:6][C:5]=2[N:10]2[CH2:14][CH2:13][NH:12][C:11]2=[O:15])[CH2:3][CH2:2]1.Br[C:17]1[CH:22]=[C:21]([C:23]([F:26])([F:25])[F:24])[CH:20]=[CH:19][N:18]=1.CN[C@@H]1CCCC[C@H]1NC.P([O-])([O-])([O-])=O.[K+].[K+].[K+]. Product: [CH:1]1([C:4]2[CH:9]=[CH:8][N:7]=[CH:6][C:5]=2[N:10]2[CH2:14][CH2:13][N:12]([C:17]3[CH:22]=[C:21]([C:23]([F:26])([F:25])[F:24])[CH:20]=[CH:19][N:18]=3)[C:11]2=[O:15])[CH2:3][CH2:2]1. The catalyst class is: 246. (6) The catalyst class is: 14. Product: [CH2:14]([NH:21][C:8]1[N:4]([CH2:1][CH2:2][CH3:3])[N:5]=[C:6]([Br:13])[C:7]=1[N+:10]([O-:12])=[O:11])[C:15]1[CH:20]=[CH:19][CH:18]=[CH:17][CH:16]=1.[Br:9][C:8]1[C:7]([N+:10]([O-:12])=[O:11])=[C:6]([Br:13])[NH:5][N:4]=1. Reactant: [CH2:1]([N:4]1[C:8]([Br:9])=[C:7]([N+:10]([O-:12])=[O:11])[C:6]([Br:13])=[N:5]1)[CH2:2][CH3:3].[CH2:14]([NH2:21])[C:15]1[CH:20]=[CH:19][CH:18]=[CH:17][CH:16]=1. (7) Product: [CH3:14][O:13][C@@H:5]1[C:6]2[C:11](=[CH:10][CH:9]=[CH:8][CH:7]=2)[CH2:12][C@@H:4]1[NH2:1]. The catalyst class is: 810. Reactant: [N:1]([C@H:4]1[CH2:12][C:11]2[C:6](=[CH:7][CH:8]=[CH:9][CH:10]=2)[C@H:5]1[O:13][CH3:14])=[N+]=[N-].[H][H]. (8) Product: [ClH:37].[ClH:37].[CH2:1]([N:3]1[CH2:8][CH2:7][N:6]([C:9]2[C:18]3[C:13](=[CH:14][CH:15]=[CH:16][CH:17]=3)[CH:12]=[C:11]([C:19]3[CH:24]=[CH:23][C:22]([O:25][CH2:26][CH:27]([OH:29])[CH3:28])=[CH:21][CH:20]=3)[N:10]=2)[CH2:5][CH2:4]1)[CH3:2]. The catalyst class is: 5. Reactant: [CH2:1]([N:3]1[CH2:8][CH2:7][N:6]([C:9]2[C:18]3[C:13](=[CH:14][CH:15]=[CH:16][CH:17]=3)[CH:12]=[C:11]([C:19]3[CH:24]=[CH:23][C:22]([O:25][CH2:26][C@H:27]([O:29][Si](C(C)(C)C)(C)C)[CH3:28])=[CH:21][CH:20]=3)[N:10]=2)[CH2:5][CH2:4]1)[CH3:2].[ClH:37]. (9) Reactant: [Br:1][C:2]1[C:3]([C:15]([O:17]CC)=O)=[C:4]([C:7](=O)[C:8]2[CH:13]=[CH:12][N:11]=[CH:10][CH:9]=2)[S:5][CH:6]=1.[CH3:20][NH:21][NH2:22]. Product: [Br:1][C:2]1[C:3]2[C:15](=[O:17])[N:21]([CH3:20])[N:22]=[C:7]([C:8]3[CH:13]=[CH:12][N:11]=[CH:10][CH:9]=3)[C:4]=2[S:5][CH:6]=1. The catalyst class is: 14.